Dataset: Catalyst prediction with 721,799 reactions and 888 catalyst types from USPTO. Task: Predict which catalyst facilitates the given reaction. (1) Reactant: [Cl:1][C:2]1[CH:23]=[CH:22][C:5]([C:6]([N:8]([CH3:21])[C:9]2[CH:20]=[CH:19][CH:18]=[CH:17][C:10]=2[O:11][CH2:12][CH2:13][C:14](O)=[O:15])=[O:7])=[CH:4][C:3]=1[C:24]1[CH:25]=[N:26][C:27]([C:32]([F:35])([F:34])[F:33])=[CH:28][C:29]=1[C:30]#[N:31].[C:36]([O:40][C:41](=[O:46])[NH:42][CH2:43][CH2:44][NH2:45])([CH3:39])([CH3:38])[CH3:37].CCN=C=NCCCN(C)C.C1C=CC2N(O)N=NC=2C=1.CCN(C(C)C)C(C)C. Product: [C:36]([O:40][C:41](=[O:46])[NH:42][CH2:43][CH2:44][NH:45][C:14](=[O:15])[CH2:13][CH2:12][O:11][C:10]1[CH:17]=[CH:18][CH:19]=[CH:20][C:9]=1[N:8]([C:6](=[O:7])[C:5]1[CH:22]=[CH:23][C:2]([Cl:1])=[C:3]([C:24]2[CH:25]=[N:26][C:27]([C:32]([F:34])([F:35])[F:33])=[CH:28][C:29]=2[C:30]#[N:31])[CH:4]=1)[CH3:21])([CH3:39])([CH3:37])[CH3:38]. The catalyst class is: 121. (2) Product: [N+:1]([C:4]1[CH:9]=[CH:8][C:7]([S:10]([NH2:14])(=[O:12])=[O:11])=[CH:6][CH:5]=1)([O-:3])=[O:2]. The catalyst class is: 2. Reactant: [N+:1]([C:4]1[CH:9]=[CH:8][C:7]([S:10](Cl)(=[O:12])=[O:11])=[CH:6][CH:5]=1)([O-:3])=[O:2].[N:14]1C=CC=CC=1. (3) Reactant: [CH2:1]([O:8][C:9](=S)[CH2:10][C:11]([C:13]1[CH:18]=[CH:17][C:16]([O:19][CH3:20])=[CH:15][CH:14]=1)=O)[C:2]1[CH:7]=[CH:6][CH:5]=[CH:4][CH:3]=1.Cl.[CH:23]([NH:26][NH2:27])([CH3:25])[CH3:24].C(N(CC)CC)C.O. Product: [CH2:1]([O:8][C:9]1[CH:10]=[C:11]([C:13]2[CH:18]=[CH:17][C:16]([O:19][CH3:20])=[CH:15][CH:14]=2)[N:26]([CH:23]([CH3:25])[CH3:24])[N:27]=1)[C:2]1[CH:7]=[CH:6][CH:5]=[CH:4][CH:3]=1. The catalyst class is: 10. (4) Reactant: [OH:1][CH2:2][CH2:3][N:4]1[C:12](=[O:13])[C:11]2[C:6](=[CH:7][CH:8]=[CH:9][CH:10]=2)[C:5]1=[O:14].[H-].[Na+].[CH:17]1[CH:22]=[CH:21][C:20]([CH2:23]Br)=[CH:19][CH:18]=1. Product: [CH2:23]([O:1][CH2:2][CH2:3][N:4]1[C:5](=[O:14])[C:6]2[C:11](=[CH:10][CH:9]=[CH:8][CH:7]=2)[C:12]1=[O:13])[C:20]1[CH:21]=[CH:22][CH:17]=[CH:18][CH:19]=1. The catalyst class is: 3. (5) Reactant: [NH2:1][C:2]1[CH:15]=[CH:14][C:13]([N+:16]([O-:18])=[O:17])=[CH:12][C:3]=1[C:4]([C:6]1[CH:11]=[CH:10][CH:9]=[CH:8][CH:7]=1)=O.NS(O)(=O)=O.[C:24]([O:30][CH3:31])(=[O:29])[CH2:25][C:26]([CH3:28])=O. Product: [CH3:28][C:26]1[C:25]([C:24]([O:30][CH3:31])=[O:29])=[C:4]([C:6]2[CH:11]=[CH:10][CH:9]=[CH:8][CH:7]=2)[C:3]2[C:2](=[CH:15][CH:14]=[C:13]([N+:16]([O-:18])=[O:17])[CH:12]=2)[N:1]=1. The catalyst class is: 25. (6) Reactant: [H-].[Na+].[NH:3]1[CH:7]=[N:6][CH:5]=[N:4]1.[C:8]([C:12]1([CH2:15][CH:16]([CH3:25])[CH2:17][C:18]2[CH:23]=[CH:22][CH:21]=[CH:20][C:19]=2[Cl:24])[CH2:14][O:13]1)([CH3:11])([CH3:10])[CH3:9]. Product: [Cl:24][C:19]1[CH:20]=[CH:21][CH:22]=[CH:23][C:18]=1[CH2:17][CH:16]([CH3:25])[CH2:15][C:12]([CH2:14][N:3]1[CH:7]=[N:6][CH:5]=[N:4]1)([OH:13])[C:8]([CH3:10])([CH3:9])[CH3:11]. The catalyst class is: 3. (7) Reactant: [O:1]=[C:2]([CH2:8][CH2:9][CH2:10][CH3:11])[CH2:3][C:4]([O:6][CH3:7])=[O:5].[H-].[Na+].Br[CH2:15][C:16]1[CH:21]=[CH:20][C:19]([C:22]2[C:23]([C:28]#[N:29])=[CH:24][CH:25]=[CH:26][CH:27]=2)=[CH:18][C:17]=1[F:30].[Cl-].[NH4+]. Product: [C:28]([C:23]1[CH:24]=[CH:25][CH:26]=[CH:27][C:22]=1[C:19]1[CH:20]=[CH:21][C:16]([CH2:15][CH:3]([C:2](=[O:1])[CH2:8][CH2:9][CH2:10][CH3:11])[C:4]([O:6][CH3:7])=[O:5])=[C:17]([F:30])[CH:18]=1)#[N:29]. The catalyst class is: 30. (8) Reactant: [CH3:1][O:2][C:3](=[O:34])[C:4]1[CH:33]=[CH:32][CH:31]=[C:6]([C:7]([NH:9][C:10]2[CH:15]=[CH:14][C:13]([N:16]3[C:20]([C:21]([F:24])([F:23])[F:22])=[CH:19][C:18]([C:25]4[CH:26]=[N:27][CH:28]=[CH:29][CH:30]=4)=[N:17]3)=[CH:12][N:11]=2)=[O:8])[CH:5]=1.O.[OH-].[Li+].Cl. Product: [CH3:1][O:2][C:3](=[O:34])[C:4]1[CH:33]=[CH:32][CH:31]=[C:6]([C:7]([NH:9][C:10]2[CH:15]=[CH:14][C:13]([N:16]3[C:20]([C:21]([F:23])([F:24])[F:22])=[CH:19][C:18]([C:25]4[CH:26]=[N:27][CH:28]=[CH:29][CH:30]=4)=[N:17]3)=[CH:12][N:11]=2)=[O:8])[CH:5]=1.[N:27]1[CH:28]=[CH:29][CH:30]=[C:25]([C:18]2[CH:19]=[C:20]([C:21]([F:23])([F:24])[F:22])[N:16]([C:13]3[CH:14]=[CH:15][C:10]([NH:9][C:7](=[O:8])[C:6]4[CH:5]=[C:4]([CH:33]=[CH:32][CH:31]=4)[C:3]([OH:34])=[O:2])=[N:11][CH:12]=3)[N:17]=2)[CH:26]=1. The catalyst class is: 38.